This data is from NCI-60 drug combinations with 297,098 pairs across 59 cell lines. The task is: Regression. Given two drug SMILES strings and cell line genomic features, predict the synergy score measuring deviation from expected non-interaction effect. Drug 1: C1=CN(C(=O)N=C1N)C2C(C(C(O2)CO)O)O.Cl. Drug 2: C1=NC2=C(N=C(N=C2N1C3C(C(C(O3)CO)O)O)F)N. Cell line: HT29. Synergy scores: CSS=23.9, Synergy_ZIP=1.38, Synergy_Bliss=0.931, Synergy_Loewe=-21.6, Synergy_HSA=-0.876.